Dataset: Full USPTO retrosynthesis dataset with 1.9M reactions from patents (1976-2016). Task: Predict the reactants needed to synthesize the given product. (1) Given the product [C:4]([C:9]1[CH:14]=[CH:13][C:12](/[C:15](=[CH:19]/[C:20]([NH2:22])=[O:21])/[C:16]([OH:18])=[O:17])=[CH:11][CH:10]=1)([OH:6])=[O:5], predict the reactants needed to synthesize it. The reactants are: C1(=O)[O:6][C:4](=[O:5])C=C1.N[C:9]1[CH:14]=[CH:13][C:12](/[C:15](=[CH:19]/[C:20]([NH2:22])=[O:21])/[C:16]([OH:18])=[O:17])=[CH:11][CH:10]=1. (2) Given the product [ClH:5].[NH2:6][C:7]1[C:12]([C:13]2[CH:14]=[CH:15][C:16]([NH:19][C:20]([C:22]3[C:27](=[O:28])[C:26]([C:29]4[CH:30]=[CH:31][C:32]([F:35])=[CH:33][CH:34]=4)=[CH:25][N:24]([CH2:36][C:37]([F:38])([F:39])[F:40])[CH:23]=3)=[O:21])=[CH:17][CH:18]=2)=[CH:11][C:10]([C:41]2[CH:46]=[CH:45][C:44]([O:47][CH3:48])=[C:43]([O:49][CH3:50])[CH:42]=2)=[CH:9][N:8]=1, predict the reactants needed to synthesize it. The reactants are: C(O)CC.[ClH:5].[NH2:6][C:7]1[C:12]([C:13]2[CH:18]=[CH:17][C:16]([NH:19][C:20]([C:22]3[C:27](=[O:28])[C:26]([C:29]4[CH:34]=[CH:33][C:32]([F:35])=[CH:31][CH:30]=4)=[CH:25][N:24]([CH2:36][C:37]([F:40])([F:39])[F:38])[CH:23]=3)=[O:21])=[CH:15][CH:14]=2)=[CH:11][C:10]([C:41]2[CH:46]=[CH:45][C:44]([O:47][CH3:48])=[C:43]([O:49][CH3:50])[CH:42]=2)=[CH:9][N:8]=1.